Dataset: hERG potassium channel inhibition data for cardiac toxicity prediction from Karim et al.. Task: Regression/Classification. Given a drug SMILES string, predict its toxicity properties. Task type varies by dataset: regression for continuous values (e.g., LD50, hERG inhibition percentage) or binary classification for toxic/non-toxic outcomes (e.g., AMES mutagenicity, cardiotoxicity, hepatotoxicity). Dataset: herg_karim. (1) The drug is COc1ccc(C(=O)NC(=O)Nc2ccc3c(c2)NC(=O)/C3=C\c2[nH]c(C)c(C(=O)NCCN3CCCC3)c2C)c(F)c1. The result is 1 (blocker). (2) The molecule is CCN(CC)C(=O)c1ccc(C2=CC3(CCNCC3)Oc3cc(O)ccc32)cc1. The result is 0 (non-blocker).